This data is from Forward reaction prediction with 1.9M reactions from USPTO patents (1976-2016). The task is: Predict the product of the given reaction. Given the reactants [CH:1]1([N:5]2[CH2:11][CH2:10][C:9]3[CH:12]=[CH:13][C:14]([O:16][C:17]4[S:18][C:19]([N+:22]([O-])=O)=[CH:20][N:21]=4)=[CH:15][C:8]=3[CH2:7][CH2:6]2)[CH2:4][CH2:3][CH2:2]1.C(=O)(O)[O-].[Na+].[C:30](O)(=[O:32])[CH3:31], predict the reaction product. The product is: [CH:1]1([N:5]2[CH2:11][CH2:10][C:9]3[CH:12]=[CH:13][C:14]([O:16][C:17]4[S:18][C:19]([NH:22][C:30](=[O:32])[CH3:31])=[CH:20][N:21]=4)=[CH:15][C:8]=3[CH2:7][CH2:6]2)[CH2:4][CH2:3][CH2:2]1.